From a dataset of Full USPTO retrosynthesis dataset with 1.9M reactions from patents (1976-2016). Predict the reactants needed to synthesize the given product. Given the product [CH3:22][O:10][C:9](=[O:11])[C:8]1[CH:7]=[C:6]([C:13]([F:14])([F:15])[F:16])[CH:5]=[C:4]([N+:1]([O-:3])=[O:2])[CH:12]=1, predict the reactants needed to synthesize it. The reactants are: [N+:1]([C:4]1[CH:5]=[C:6]([C:13]([F:16])([F:15])[F:14])[CH:7]=[C:8]([CH:12]=1)[C:9]([OH:11])=[O:10])([O-:3])=[O:2].OS(O)(=O)=O.[CH3:22]O.